Dataset: Catalyst prediction with 721,799 reactions and 888 catalyst types from USPTO. Task: Predict which catalyst facilitates the given reaction. (1) Reactant: Cl[C:2]1[N:7]=[C:6]([NH:8][C:9]2[CH:13]=[C:12]([CH:14]3[CH2:16][CH2:15]3)[NH:11][N:10]=2)[C:5]([Cl:17])=[CH:4][N:3]=1.Cl.[CH:19]1([C:22]2[CH:23]=[CH:24][C:25]([C@@H:28]([NH2:30])[CH3:29])=[N:26][CH:27]=2)[CH2:21][CH2:20]1.CCN(C(C)C)C(C)C. Product: [CH:14]1([C:12]2[NH:11][N:10]=[C:9]([NH:8][C:6]3[C:5]([Cl:17])=[CH:4][N:3]=[C:2]([NH:30][C@H:28]([C:25]4[CH:24]=[CH:23][C:22]([CH:19]5[CH2:21][CH2:20]5)=[CH:27][N:26]=4)[CH3:29])[N:7]=3)[CH:13]=2)[CH2:16][CH2:15]1. The catalyst class is: 114. (2) Reactant: [OH:1][C:2]1[CH:7]=[CH:6][C:5]([C:8]2[CH:13]=[CH:12][C:11]([C:14]3([C:17]([O:19][CH3:20])=[O:18])[CH2:16][CH2:15]3)=[CH:10][CH:9]=2)=[CH:4][CH:3]=1.ClCCl.[S:24](O[S:24]([C:27]([F:30])([F:29])[F:28])(=[O:26])=[O:25])([C:27]([F:30])([F:29])[F:28])(=[O:26])=[O:25]. Product: [CH3:20][O:19][C:17]([C:14]1([C:11]2[CH:12]=[CH:13][C:8]([C:5]3[CH:4]=[CH:3][C:2]([O:1][S:24]([C:27]([F:30])([F:29])[F:28])(=[O:26])=[O:25])=[CH:7][CH:6]=3)=[CH:9][CH:10]=2)[CH2:16][CH2:15]1)=[O:18]. The catalyst class is: 6. (3) Reactant: [F:1][C:2]1[CH:10]=[CH:9][CH:8]=[C:7]2[C:3]=1[C:4]([C:12]([OH:14])=O)=[CH:5][N:6]2[CH3:11].CN(C=O)C.C(Cl)(=O)C(Cl)=O.[NH2:26][C:27]1[C:32]([Cl:33])=[CH:31][C:30]([CH2:34][C:35]([O:37][CH2:38][CH3:39])=[O:36])=[C:29]([F:40])[CH:28]=1.C(N(CC)CC)C. Product: [Cl:33][C:32]1[C:27]([NH:26][C:12]([C:4]2[C:3]3[C:7](=[CH:8][CH:9]=[CH:10][C:2]=3[F:1])[N:6]([CH3:11])[CH:5]=2)=[O:14])=[CH:28][C:29]([F:40])=[C:30]([CH2:34][C:35]([O:37][CH2:38][CH3:39])=[O:36])[CH:31]=1. The catalyst class is: 34. (4) Reactant: [CH3:1][O:2][C:3](=[O:12])[CH2:4][C:5](=O)[CH2:6][C:7]([O:9][CH3:10])=[O:8].[Cl-].ClC1N(C)C=C[N+]=1C.C(N(CC)CC)C.CCCCCC. Product: [CH3:10][O:9][C:7](=[O:8])[CH:6]=[C:5]=[CH:4][C:3]([O:2][CH3:1])=[O:12]. The catalyst class is: 46.